From a dataset of Acute oral toxicity (LD50) regression data from Zhu et al.. Regression/Classification. Given a drug SMILES string, predict its toxicity properties. Task type varies by dataset: regression for continuous values (e.g., LD50, hERG inhibition percentage) or binary classification for toxic/non-toxic outcomes (e.g., AMES mutagenicity, cardiotoxicity, hepatotoxicity). Dataset: ld50_zhu. (1) The molecule is Cc1cc(NC(=O)c2ccccc2O)n(-c2ccccc2)n1. The rat oral LD50 is 2.35, given as -log10 of the dose in mol/kg body weight (higher means more acutely toxic). (2) The compound is CCCCOCC. The rat oral LD50 is 1.74, given as -log10 of the dose in mol/kg body weight (higher means more acutely toxic). (3) The molecule is COP(=S)(OC)Oc1ccc2c(C)cc(=O)oc2c1. The rat oral LD50 is 4.28, given as -log10 of the dose in mol/kg body weight (higher means more acutely toxic). (4) The compound is CC(C)(S)C(=O)NC(CS)C(=O)O. The rat oral LD50 is 1.76, given as -log10 of the dose in mol/kg body weight (higher means more acutely toxic). (5) The drug is ClC1CCC2SC1CCC2Cl. The rat oral LD50 is 2.17, given as -log10 of the dose in mol/kg body weight (higher means more acutely toxic). (6) The molecule is CC1CC=CC2C3OC3(C)C(C)C3C(Cc4ccccc4)NC(=O)C23OC(=O)OC=CC(C)(O)C1=O. The rat oral LD50 is 4.74, given as -log10 of the dose in mol/kg body weight (higher means more acutely toxic). (7) The molecule is CC(=O)NCCO. The rat oral LD50 is 0.583, given as -log10 of the dose in mol/kg body weight (higher means more acutely toxic). (8) The molecule is C(=NC1CCCCC1)c1ccccc1. The rat oral LD50 is 1.78, given as -log10 of the dose in mol/kg body weight (higher means more acutely toxic). (9) The compound is C=C1C(=CC=C2CCCC3(C)C2CCC3C(C)CCCC(C)C)CC(O)CC1O. The rat oral LD50 is 6.07, given as -log10 of the dose in mol/kg body weight (higher means more acutely toxic). (10) The compound is O=C1c2ccccc2C(=O)C1c1c(Cl)cccc1Cl. The rat oral LD50 is 2.79, given as -log10 of the dose in mol/kg body weight (higher means more acutely toxic).